From a dataset of Reaction yield outcomes from USPTO patents with 853,638 reactions. Predict the reaction yield, written as a fraction of the theoretical maximum amount of product (1.0 means a 100% yield; for example, 0.34 means a 34% yield). (1) The reactants are Cl[C:2]1[N:6]2[CH:7]=[C:8]([F:11])[CH:9]=[CH:10][C:5]2=[N:4][N:3]=1.[NH:12]1[CH2:17][CH2:16][CH:15]([CH2:18][CH2:19]O)[CH2:14][CH2:13]1.CC(N(C)C)=[O:23]. No catalyst specified. The product is [F:11][C:8]1[CH:9]=[CH:10][C:5]2[N:6]([C:2]([N:12]3[CH2:17][CH2:16][CH:15]([CH:18]([OH:23])[CH3:19])[CH2:14][CH2:13]3)=[N:3][N:4]=2)[CH:7]=1. The yield is 0.410. (2) The reactants are [F:1][C:2]1[CH:7]=[CH:6][C:5]([S:8]([NH:11][CH2:12][C:13]2[CH:14]=[CH:15][C:16]([C:19]([O-:21])=[O:20])=[N:17][CH:18]=2)(=[O:10])=[O:9])=[CH:4][CH:3]=1.[OH-].[K+].Cl. The catalyst is CO.O. The product is [F:1][C:2]1[CH:3]=[CH:4][C:5]([S:8]([NH:11][CH2:12][C:13]2[CH:14]=[CH:15][C:16]([C:19]([OH:21])=[O:20])=[N:17][CH:18]=2)(=[O:9])=[O:10])=[CH:6][CH:7]=1. The yield is 0.610. (3) The reactants are [F:1][C:2]1[CH:7]=[CH:6][C:5]([F:8])=[CH:4][C:3]=1[CH2:9][CH:10]([NH:12][C:13]1[CH:18]=[CH:17][NH:16][C:15](=[O:19])[C:14]=1[C:20]1[NH:40][C:23]2=[CH:24][C:25]3[C:26](=[O:39])[N:27]([CH:32]4[CH2:37][CH2:36][N:35]([CH3:38])[CH2:34][CH2:33]4)[C:28](=O)[C:29]=3[CH:30]=[C:22]2[N:21]=1)[CH3:11]. The catalyst is C(O)(=O)C.[Zn]. The product is [F:1][C:2]1[CH:7]=[CH:6][C:5]([F:8])=[CH:4][C:3]=1[CH2:9][CH:10]([NH:12][C:13]1[CH:18]=[CH:17][NH:16][C:15](=[O:19])[C:14]=1[C:20]1[NH:21][C:22]2=[CH:30][C:29]3[CH2:28][N:27]([CH:32]4[CH2:37][CH2:36][N:35]([CH3:38])[CH2:34][CH2:33]4)[C:26](=[O:39])[C:25]=3[CH:24]=[C:23]2[N:40]=1)[CH3:11]. The yield is 0.746. (4) The reactants are [F:1][C:2]1[CH:7]=[CH:6][C:5]([C:8]2[C:20]([CH:21]([OH:24])[C:22]#[CH:23])=[C:11]3[CH:12]=[CH:13][C:14]([C:16]([F:19])([F:18])[F:17])=[CH:15][N:10]3[N:9]=2)=[CH:4][CH:3]=1. The catalyst is C(Cl)(Cl)Cl.[O-2].[O-2].[Mn+4]. The product is [F:1][C:2]1[CH:3]=[CH:4][C:5]([C:8]2[C:20]([C:21](=[O:24])[C:22]#[CH:23])=[C:11]3[CH:12]=[CH:13][C:14]([C:16]([F:19])([F:18])[F:17])=[CH:15][N:10]3[N:9]=2)=[CH:6][CH:7]=1. The yield is 0.690. (5) The reactants are [N+:1]([C:4]1[CH:5]=[C:6]([C:10]2[CH2:11][CH2:12][N:13](C(OC(C)(C)C)=O)[CH2:14][CH:15]=2)[CH:7]=[CH:8][CH:9]=1)([O-:3])=[O:2].Cl. The catalyst is O1CCOCC1. The product is [N+:1]([C:4]1[CH:5]=[C:6]([C:10]2[CH2:15][CH2:14][NH:13][CH2:12][CH:11]=2)[CH:7]=[CH:8][CH:9]=1)([O-:3])=[O:2]. The yield is 0.875. (6) The catalyst is ClCCl. The yield is 0.490. The product is [CH:3]1([NH:8][C:9]2[N:14]3[N:15]=[C:16]([C:30]4[CH:31]=[CH:32][C:33]([F:36])=[CH:34][CH:35]=4)[C:17]([C:18]4[CH:23]=[CH:22][N:21]=[C:20]([NH:24][CH:25]5[CH2:29][CH2:28][CH2:27][CH2:26]5)[N:19]=4)=[C:13]3[CH:12]=[CH:11][C:10]=2[C:37]([N:44]2[CH2:48][CH2:47][CH2:46][CH2:45]2)=[O:39])[CH2:4][CH2:5][CH2:6][CH2:7]1. The reactants are Cl.Cl.[CH:3]1([NH:8][C:9]2[N:14]3[N:15]=[C:16]([C:30]4[CH:35]=[CH:34][C:33]([F:36])=[CH:32][CH:31]=4)[C:17]([C:18]4[CH:23]=[CH:22][N:21]=[C:20]([NH:24][CH:25]5[CH2:29][CH2:28][CH2:27][CH2:26]5)[N:19]=4)=[C:13]3[CH:12]=[CH:11][C:10]=2[C:37]([OH:39])=O)[CH2:7][CH2:6][CH2:5][CH2:4]1.S(Cl)(Cl)=O.[NH:44]1[CH2:48][CH2:47][CH2:46][CH2:45]1. (7) The reactants are [F:1][C:2]([F:55])([F:54])[C:3]1[CH:4]=[C:5]([CH:47]=[C:48]([C:50]([F:53])([F:52])[F:51])[CH:49]=1)[CH2:6][N:7]([C@H:26]1[CH2:32][CH2:31][CH2:30][N:29]([CH2:33][CH:34]2[CH2:36][CH2:35]2)[C:28]2[C:37]([CH3:46])=[C:38]([C:42]([F:45])([F:44])[F:43])[C:39]([CH3:41])=[CH:40][C:27]1=2)[C:8]1[N:9]=[N:10][N:11]([CH2:13][CH2:14][N:15]2C(=O)C3C(=CC=CC=3)C2=O)[N:12]=1.O.NN. The catalyst is CO. The product is [NH2:15][CH2:14][CH2:13][N:11]1[N:10]=[N:9][C:8]([N:7]([CH2:6][C:5]2[CH:4]=[C:3]([C:2]([F:1])([F:54])[F:55])[CH:49]=[C:48]([C:50]([F:53])([F:52])[F:51])[CH:47]=2)[C@H:26]2[CH2:32][CH2:31][CH2:30][N:29]([CH2:33][CH:34]3[CH2:35][CH2:36]3)[C:28]3[C:37]([CH3:46])=[C:38]([C:42]([F:44])([F:45])[F:43])[C:39]([CH3:41])=[CH:40][C:27]2=3)=[N:12]1. The yield is 0.980. (8) The reactants are [C:1]1([CH2:7][CH2:8][CH2:9][CH2:10][O:11][CH2:12][CH2:13][CH:14]=[O:15])[CH:6]=[CH:5][CH:4]=[CH:3][CH:2]=1.[CH2:16]([Mg]Br)[CH2:17][CH:18]=[CH2:19].C(O)(=O)C. The catalyst is C1COCC1. The product is [C:1]1([CH2:7][CH2:8][CH2:9][CH2:10][O:11][CH2:12][CH2:13][CH:14]([OH:15])[CH2:19][CH2:18][CH:17]=[CH2:16])[CH:6]=[CH:5][CH:4]=[CH:3][CH:2]=1. The yield is 0.540. (9) The yield is 0.880. No catalyst specified. The product is [Cl:1][C:2]1[CH:3]=[C:4]([C:8]([CH3:12])([CH3:11])[CH:9]=[O:25])[CH:5]=[CH:6][CH:7]=1. The reactants are [Cl:1][C:2]1[CH:3]=[C:4]([C:8]([CH3:12])([CH3:11])[C:9]#N)[CH:5]=[CH:6][CH:7]=1.CC(C[AlH]CC(C)C)C.C1C[O:25]CC1.